From a dataset of Caco-2 cell permeability data measuring drug intestinal absorption for ~900 compounds. Regression/Classification. Given a drug SMILES string, predict its absorption, distribution, metabolism, or excretion properties. Task type varies by dataset: regression for continuous measurements (e.g., permeability, clearance, half-life) or binary classification for categorical outcomes (e.g., BBB penetration, CYP inhibition). For this dataset (caco2_wang), we predict Y. (1) The compound is c1ccc(Cc2ccncc2)cc1. The Y is -4.00 log Papp (cm/s). (2) The Y is -5.21 log Papp (cm/s). The molecule is CNC(=O)[C@@H](Cc1ccccc1)NC(=O)[C@@H](CC(C)C)NC(C)=O. (3) The compound is Nc1c(CC(=O)O)cccc1C(=O)c1ccccc1. The Y is -4.52 log Papp (cm/s).